Dataset: Reaction yield outcomes from USPTO patents with 853,638 reactions. Task: Predict the reaction yield, written as a fraction of the theoretical maximum amount of product (1.0 means a 100% yield; for example, 0.34 means a 34% yield). The reactants are [F-].C([N+](CCCC)(CCCC)CCCC)CCC.[F:19][C:20]1[CH:25]=[CH:24][C:23]([C:26]2[N:27]([Si](C(C)C)(C(C)C)C(C)C)[CH:28]=[C:29]([C:37]3([OH:43])[CH2:42][CH2:41][NH:40][CH2:39][CH2:38]3)[C:30]=2[C:31]2[CH:36]=[CH:35][N:34]=[CH:33][CH:32]=2)=[CH:22][CH:21]=1. The catalyst is O1CCCC1. The product is [F:19][C:20]1[CH:25]=[CH:24][C:23]([C:26]2[NH:27][CH:28]=[C:29]([C:37]3([OH:43])[CH2:38][CH2:39][NH:40][CH2:41][CH2:42]3)[C:30]=2[C:31]2[CH:32]=[CH:33][N:34]=[CH:35][CH:36]=2)=[CH:22][CH:21]=1. The yield is 0.790.